From a dataset of Reaction yield outcomes from USPTO patents with 853,638 reactions. Predict the reaction yield, written as a fraction of the theoretical maximum amount of product (1.0 means a 100% yield; for example, 0.34 means a 34% yield). (1) The reactants are ClCCCl.[O:5]=[C:6]1[CH2:11][NH:10][CH2:9][CH2:8][N:7]1[C:12]1[CH:17]=[CH:16][CH:15]=[CH:14][C:13]=1/[CH:18]=[CH:19]/[C:20]([O:22]C)=O.[N:24]([C:27]1[CH:32]=[CH:31][C:30]([O:33][C:34]([F:37])([F:36])[F:35])=[CH:29][CH:28]=1)=[C:25]=[O:26].C([N:40](CC)CC)C.[Cl-].[Na+].[OH2:47]. No catalyst specified. The yield is 0.481. The product is [OH:47][NH:40][C:20](=[O:22])/[CH:19]=[CH:18]/[C:13]1[CH:14]=[CH:15][CH:16]=[CH:17][C:12]=1[N:7]1[CH2:8][CH2:9][N:10]([C:25]([NH:24][C:27]2[CH:32]=[CH:31][C:30]([O:33][C:34]([F:35])([F:36])[F:37])=[CH:29][CH:28]=2)=[O:26])[CH2:11][C:6]1=[O:5]. (2) The reactants are [CH3:1][C:2]([C:4]1[C:9](=[O:10])[C@@:8]2([CH3:23])[C:11]3[C:16]([O:17][C:7]2=[CH:6][C:5]=1[OH:24])=[C:15]([C:18]([NH2:20])=[O:19])[C:14]([OH:21])=[CH:13][C:12]=3[OH:22])=[O:3].[CH2:25](Br)[C:26]1[CH:31]=[CH:30][CH:29]=[CH:28][CH:27]=1.C(=O)([O-])[O-].[K+].[K+]. The catalyst is CN(C)C=O. The product is [C:2]([C:4]1[C:9](=[O:10])[C@@:8]2([CH3:23])[C:11]3[C:12]([OH:22])=[CH:13][C:14]([O:21][CH2:25][C:26]4[CH:31]=[CH:30][CH:29]=[CH:28][CH:27]=4)=[C:15]([C:18]([NH2:20])=[O:19])[C:16]=3[O:17][C:7]2=[CH:6][C:5]=1[OH:24])(=[O:3])[CH3:1]. The yield is 0.280.